Predict the reactants needed to synthesize the given product. From a dataset of Full USPTO retrosynthesis dataset with 1.9M reactions from patents (1976-2016). (1) Given the product [CH:1]([N:14]1[CH:19]=[C:18]([C:20]2[CH:21]=[CH:22][CH:23]=[CH:24][CH:25]=2)[C:17](=[O:26])[N:16]([CH3:29])[C:15]1=[O:27])([C:2]1[CH:7]=[CH:6][CH:5]=[CH:4][CH:3]=1)[C:8]1[CH:9]=[CH:10][CH:11]=[CH:12][CH:13]=1, predict the reactants needed to synthesize it. The reactants are: [CH:1]([N:14]1[CH:19]=[C:18]([C:20]2[CH:25]=[CH:24][CH:23]=[CH:22][CH:21]=2)[C:17](=[O:26])[NH:16][C:15]1=[O:27])([C:8]1[CH:13]=[CH:12][CH:11]=[CH:10][CH:9]=1)[C:2]1[CH:7]=[CH:6][CH:5]=[CH:4][CH:3]=1.I[CH3:29]. (2) Given the product [CH3:31][N:27]1[C:28]2[C:24](=[CH:23][C:22]([NH:21][C:4]3[C:5]4[CH:10]=[CH:9][N:8]([S:11]([C:14]5[CH:20]=[CH:19][C:17]([CH3:18])=[CH:16][CH:15]=5)(=[O:13])=[O:12])[C:6]=4[N:7]=[C:2]([NH:32][C:33]4[CH:34]=[C:35]5[C:40](=[CH:41][CH:42]=4)[NH:39][C:38](=[O:43])[CH2:37][CH2:36]5)[N:3]=3)=[CH:30][CH:29]=2)[CH:25]=[N:26]1, predict the reactants needed to synthesize it. The reactants are: Cl[C:2]1[N:3]=[C:4]([NH:21][C:22]2[CH:23]=[C:24]3[C:28](=[CH:29][CH:30]=2)[N:27]([CH3:31])[N:26]=[CH:25]3)[C:5]2[CH:10]=[CH:9][N:8]([S:11]([C:14]3[CH:20]=[CH:19][C:17]([CH3:18])=[CH:16][CH:15]=3)(=[O:13])=[O:12])[C:6]=2[N:7]=1.[NH2:32][C:33]1[CH:34]=[C:35]2[C:40](=[CH:41][CH:42]=1)[NH:39][C:38](=[O:43])[CH2:37][CH2:36]2.C[Si](Cl)(C)C. (3) Given the product [Cl:1][C:2]1[CH:3]=[C:4]([C:8]2[C:13]3[N:14]([CH2:26][C@H:27]4[CH2:32][CH2:31][C@H:30]([CH3:33])[CH2:29][CH2:28]4)[C:15]([N:17]4[CH2:22][CH2:21][O:20][C@@H:19]5[CH2:23][CH2:24][CH2:25][C@@H:18]45)=[N:16][C:12]=3[C:11]([O:34][CH3:37])=[C:10]([C:35]#[N:36])[N:9]=2)[CH:5]=[N:6][CH:7]=1, predict the reactants needed to synthesize it. The reactants are: [Cl:1][C:2]1[CH:3]=[C:4]([C:8]2[C:13]3[N:14]([CH2:26][C@H:27]4[CH2:32][CH2:31][C@H:30]([CH3:33])[CH2:29][CH2:28]4)[C:15]([N:17]4[CH2:22][CH2:21][O:20][C@@H:19]5[CH2:23][CH2:24][CH2:25][C@@H:18]45)=[N:16][C:12]=3[C:11]([OH:34])=[C:10]([C:35]#[N:36])[N:9]=2)[CH:5]=[N:6][CH:7]=1.[C:37]([O-])([O-])=O.[Cs+].[Cs+].CI. (4) Given the product [CH3:22][C:20]1[S:19][CH:18]=[C:17]([C:13]2[CH:14]=[C:15]3[C:10](=[CH:11][CH:12]=2)[CH2:9][NH:8][CH2:16]3)[CH:21]=1, predict the reactants needed to synthesize it. The reactants are: C(OC([N:8]1[CH2:16][C:15]2[C:10](=[CH:11][CH:12]=[C:13]([C:17]3[CH:21]=[C:20]([CH3:22])[S:19][CH:18]=3)[CH:14]=2)[CH2:9]1)=O)(C)(C)C.Cl. (5) Given the product [CH:1]([N:4]1[CH2:9][CH2:8][N:7]([C:10]([C:12]2[CH:13]=[C:14]3[C:18](=[CH:19][CH:20]=2)[NH:17][C:16]([C:21]([N:32]2[CH2:33][CH2:38][CH2:37][CH2:36]2)=[O:23])=[CH:15]3)=[O:11])[CH2:6][CH2:5]1)([CH3:3])[CH3:2], predict the reactants needed to synthesize it. The reactants are: [CH:1]([N:4]1[CH2:9][CH2:8][N:7]([C:10]([C:12]2[CH:13]=[C:14]3[C:18](=[CH:19][CH:20]=2)[NH:17][C:16]([C:21]([OH:23])=O)=[CH:15]3)=[O:11])[CH2:6][CH2:5]1)([CH3:3])[CH3:2].Cl.F[B-](F)(F)F.N1(OC(N(C)C)=[N+](C)C)C2C=[CH:36][CH:37]=[CH:38][C:33]=2[N:32]=N1.CNCC1C=CC=CC=1.C(N(CC)C(C)C)(C)C. (6) Given the product [Br:1][C:2]1[CH:10]=[C:9]2[C:5]([C:6]([C:11]([OH:16])([CH3:17])[C:12]([F:13])([F:14])[F:15])=[CH:7][NH:8]2)=[CH:4][CH:3]=1, predict the reactants needed to synthesize it. The reactants are: [Br:1][C:2]1[CH:10]=[C:9]2[C:5]([C:6]([C:11](=[O:16])[C:12]([F:15])([F:14])[F:13])=[CH:7][NH:8]2)=[CH:4][CH:3]=1.[CH3:17][Mg]Cl.